Dataset: Full USPTO retrosynthesis dataset with 1.9M reactions from patents (1976-2016). Task: Predict the reactants needed to synthesize the given product. (1) Given the product [CH3:28][C:27]1[N:26]([C:29]2[CH:34]=[CH:33][C:32]([C:35]([F:37])([F:38])[F:36])=[CH:31][N:30]=2)[N:25]=[CH:24][C:23]=1[C:21]([NH:20][C:17]1[CH:18]=[N:19][C:14]([CH:11]2[CH2:10][CH2:9][NH:8][CH2:13][CH2:12]2)=[C:15]([CH3:39])[CH:16]=1)=[O:22], predict the reactants needed to synthesize it. The reactants are: C(OC([N:8]1[CH2:13][CH2:12][CH:11]([C:14]2[N:19]=[CH:18][C:17]([NH:20][C:21]([C:23]3[CH:24]=[N:25][N:26]([C:29]4[CH:34]=[CH:33][C:32]([C:35]([F:38])([F:37])[F:36])=[CH:31][N:30]=4)[C:27]=3[CH3:28])=[O:22])=[CH:16][C:15]=2[CH3:39])[CH2:10][CH2:9]1)=O)(C)(C)C.FC(F)(F)C(O)=O.[OH-].[Na+]. (2) Given the product [Cl:1][C:2]1[CH:3]=[C:4]2[C:10]([C:11]3[N:16]=[C:15]([NH:17][C@H:18]4[CH2:23][CH2:22][CH2:21][C@@H:20]([N:24]5[CH2:28][CH2:27][CH2:26][C:25]5=[O:29])[CH2:19]4)[C:14]([F:30])=[CH:13][N:12]=3)=[CH:9][NH:8][C:5]2=[N:6][CH:7]=1, predict the reactants needed to synthesize it. The reactants are: [Cl:1][C:2]1[CH:3]=[C:4]2[C:10]([C:11]3[N:16]=[C:15]([NH:17][C@H:18]4[CH2:23][CH2:22][CH2:21][C@@H:20]([N:24]5[CH2:28][CH2:27][CH2:26][C:25]5=[O:29])[CH2:19]4)[C:14]([F:30])=[CH:13][N:12]=3)=[CH:9][N:8](S(C3C=CC(C)=CC=3)(=O)=O)[C:5]2=[N:6][CH:7]=1.Cl.